The task is: Predict the product of the given reaction.. This data is from Forward reaction prediction with 1.9M reactions from USPTO patents (1976-2016). The product is: [CH3:20][O:21][CH:22]([O:25][CH3:26])[CH2:23][NH:24][C:5](=[O:7])[C:4]1[CH:8]=[C:9]([N+:12]([O-:14])=[O:13])[CH:10]=[CH:11][C:3]=1[N:2]([CH3:1])[CH3:15]. Given the reactants [CH3:1][N:2]([CH3:15])[C:3]1[CH:11]=[CH:10][C:9]([N+:12]([O-:14])=[O:13])=[CH:8][C:4]=1[C:5]([OH:7])=O.S(Cl)(Cl)=O.[CH3:20][O:21][CH:22]([O:25][CH3:26])[CH2:23][NH2:24].C(=O)(O)[O-].[Na+], predict the reaction product.